Dataset: Peptide-MHC class I binding affinity with 185,985 pairs from IEDB/IMGT. Task: Regression. Given a peptide amino acid sequence and an MHC pseudo amino acid sequence, predict their binding affinity value. This is MHC class I binding data. (1) The peptide sequence is ATYGTAVNK. The MHC is HLA-B44:02 with pseudo-sequence HLA-B44:02. The binding affinity (normalized) is 0.0847. (2) The peptide sequence is RMYSPTSI. The MHC is HLA-B40:01 with pseudo-sequence HLA-B40:01. The binding affinity (normalized) is 0. (3) The peptide sequence is TALYFAAV. The MHC is H-2-Db with pseudo-sequence H-2-Db. The binding affinity (normalized) is 0. (4) The peptide sequence is GQWDGWVWL. The MHC is HLA-B35:01 with pseudo-sequence HLA-B35:01. The binding affinity (normalized) is 0.408. (5) The peptide sequence is LMLASSAGH. The MHC is HLA-A03:01 with pseudo-sequence HLA-A03:01. The binding affinity (normalized) is 0.415. (6) The peptide sequence is RQWFLDLPL. The MHC is BoLA-D18.4 with pseudo-sequence BoLA-D18.4. The binding affinity (normalized) is 0.580.